From a dataset of Full USPTO retrosynthesis dataset with 1.9M reactions from patents (1976-2016). Predict the reactants needed to synthesize the given product. Given the product [Cl:1][C:2]1[N:3]=[C:4]([Cl:22])[C:5]2[C:10]([CH3:24])=[CH:9][N:8]([S:12]([C:15]3[CH:20]=[CH:19][C:18]([CH3:21])=[CH:17][CH:16]=3)(=[O:14])=[O:13])[C:6]=2[N:7]=1, predict the reactants needed to synthesize it. The reactants are: [Cl:1][C:2]1[N:3]=[C:4]([Cl:22])[C:5]2[C:10](I)=[CH:9][N:8]([S:12]([C:15]3[CH:20]=[CH:19][C:18]([CH3:21])=[CH:17][CH:16]=3)(=[O:14])=[O:13])[C:6]=2[N:7]=1.[Cl-].[CH3:24][Zn+].